Dataset: Reaction yield outcomes from USPTO patents with 853,638 reactions. Task: Predict the reaction yield, written as a fraction of the theoretical maximum amount of product (1.0 means a 100% yield; for example, 0.34 means a 34% yield). (1) The reactants are C(N(CC)CC)C.[O:8]1[CH2:12][CH2:11][CH:10]([CH2:13][OH:14])[CH2:9]1.[CH3:15][S:16](O[S:16]([CH3:15])(=[O:18])=[O:17])(=[O:18])=[O:17]. The catalyst is C(Cl)Cl. The product is [O:8]1[CH2:12][CH2:11][CH:10]([CH2:13][O:14][S:16]([CH3:15])(=[O:18])=[O:17])[CH2:9]1. The yield is 0.740. (2) The reactants are [H-].[Na+].[F:3][C:4]([F:8])([F:7])[CH2:5][OH:6].C[O:10][C:11]([C:13]1[O:14][C:15]([CH2:18]Cl)=[CH:16][CH:17]=1)=[O:12]. The catalyst is CN(C=O)C.CCOC(C)=O. The product is [F:3][C:4]([F:8])([F:7])[CH2:5][O:6][CH2:18][C:15]1[O:14][C:13]([C:11]([OH:12])=[O:10])=[CH:17][CH:16]=1. The yield is 0.480. (3) The reactants are [F:1][CH:2]([F:16])[C:3]1[CH:4]=[N:5][N:6]([C:9]2[CH:14]=[CH:13][C:12]([OH:15])=[CH:11][CH:10]=2)[C:7]=1[CH3:8].Cl.Cl[CH2:19][CH2:20][N:21]1[CH2:26][CH2:25][CH2:24][CH2:23][CH2:22]1.C([O-])([O-])=O.[K+].[K+]. The catalyst is CN(C=O)C. The product is [F:16][CH:2]([F:1])[C:3]1[CH:4]=[N:5][N:6]([C:9]2[CH:14]=[CH:13][C:12]([O:15][CH2:19][CH2:20][N:21]3[CH2:26][CH2:25][CH2:24][CH2:23][CH2:22]3)=[CH:11][CH:10]=2)[C:7]=1[CH3:8]. The yield is 0.560. (4) The reactants are [C:1]([C:3]1[CH:8]=[CH:7][N:6]=[CH:5][CH:4]=1)#[N:2].[CH3:9][C:10]1[CH:16]=[CH:15][C:13]([NH2:14])=[CH:12][CH:11]=1.[K+].[Br-]. No catalyst specified. The product is [CH3:9][C:10]1[CH:16]=[CH:15][C:13]([NH:14][C:1]([C:3]2[CH:8]=[CH:7][N:6]=[CH:5][CH:4]=2)=[NH:2])=[CH:12][CH:11]=1. The yield is 0.725. (5) The reactants are P(Cl)(Cl)(Cl)=O.[CH3:6][O:7][C:8]1[CH:17]=[C:16]2[C:11]([C:12](=O)[NH:13][CH:14]=[N:15]2)=[C:10]([O:19][CH2:20][C@H:21]2[CH2:25][CH2:24][CH2:23][N:22]2[C:26]([O:28][C:29]([CH3:32])([CH3:31])[CH3:30])=[O:27])[CH:9]=1.C(N(C(C)C)CC)(C)C.[NH2:42][C:43]1[CH:44]=[N:45][N:46]([CH2:48][C:49]([NH:51][C:52]2[CH:57]=[CH:56][CH:55]=[C:54]([F:58])[C:53]=2[F:59])=[O:50])[CH:47]=1. The catalyst is ClCCCl.O. The product is [F:59][C:53]1[C:54]([F:58])=[CH:55][CH:56]=[CH:57][C:52]=1[NH:51][C:49](=[O:50])[CH2:48][N:46]1[CH:47]=[C:43]([NH:42][CH:12]2[C:11]3[C:16](=[CH:17][C:8]([O:7][CH3:6])=[CH:9][C:10]=3[O:19][CH2:20][C@H:21]3[CH2:25][CH2:24][CH2:23][N:22]3[C:26]([O:28][C:29]([CH3:31])([CH3:32])[CH3:30])=[O:27])[N:15]=[CH:14][NH:13]2)[CH:44]=[N:45]1. The yield is 0.440. (6) The reactants are [CH2:1]([N:4]([CH2:14][CH2:15][CH3:16])[C:5]([C:7]1[CH:12]=[C:11](Cl)[CH:10]=[CH:9][N:8]=1)=[O:6])[CH2:2][CH3:3].C(N(CC)CC)C.CN([CH:27]=[O:28])C.[OH2:29]. The catalyst is C([O-])(=O)C.[Pd+2].C([O-])(=O)C.CC1C=C(P[C-]2C=CC=C2)C=C(C)C=1.[C-]1(PC2C=C(C)C=C(C)C=2)C=CC=C1.[Fe+2]. The product is [CH2:1]([N:4]([CH2:14][CH2:15][CH3:16])[C:5]([C:7]1[CH:12]=[C:11]([CH:10]=[CH:9][N:8]=1)[C:27]([OH:28])=[O:29])=[O:6])[CH2:2][CH3:3]. The yield is 0.0700. (7) The reactants are [Cl:1][C:2]1[CH:27]=[CH:26][C:5]([C:6]([N:8]([C@@H:10]2[CH2:15][CH2:14][N:13]([N:16]=O)[CH2:12][C@H:11]2[C:18]2[CH:23]=[CH:22][C:21]([Cl:24])=[C:20]([Cl:25])[CH:19]=2)[CH3:9])=[O:7])=[CH:4][CH:3]=1.O.Cl.C(OCC)(=O)C. The catalyst is C(O)(=O)C.[Zn]. The product is [ClH:1].[NH2:16][N:13]1[CH2:14][CH2:15][C@@H:10]([N:8]([CH3:9])[C:6](=[O:7])[C:5]2[CH:26]=[CH:27][C:2]([Cl:1])=[CH:3][CH:4]=2)[C@H:11]([C:18]2[CH:23]=[CH:22][C:21]([Cl:24])=[C:20]([Cl:25])[CH:19]=2)[CH2:12]1. The yield is 0.760.